This data is from Reaction yield outcomes from USPTO patents with 853,638 reactions. The task is: Predict the reaction yield, written as a fraction of the theoretical maximum amount of product (1.0 means a 100% yield; for example, 0.34 means a 34% yield). (1) The reactants are [C:1]([O:5][C:6]([N:8]1[CH2:12][CH2:11][CH2:10][C@H:9]1[C@H:13]([O:19][CH3:20])[C@@H:14]([CH3:18])[C:15]([OH:17])=O)=[O:7])([CH3:4])([CH3:3])[CH3:2].Cl.[C:22]1([CH2:28][C@@H:29]([C:31]2[S:32][CH:33]=[CH:34][N:35]=2)[NH2:30])[CH:27]=[CH:26][CH:25]=[CH:24][CH:23]=1.C(P(C#N)(CC)=O)C.C(N(CC)CC)C. The catalyst is CN(C)C=O.C(OCC)(=O)C.C1(C)C=CC=CC=1. The product is [CH3:20][O:19][C@@H:13]([C@@H:9]1[CH2:10][CH2:11][CH2:12][N:8]1[C:6]([O:5][C:1]([CH3:2])([CH3:3])[CH3:4])=[O:7])[C@@H:14]([CH3:18])[C:15](=[O:17])[NH:30][C@H:29]([C:31]1[S:32][CH:33]=[CH:34][N:35]=1)[CH2:28][C:22]1[CH:27]=[CH:26][CH:25]=[CH:24][CH:23]=1. The yield is 0.810. (2) The reactants are [C:1]([O:5][C:6]([C:8]1[CH:24]=[C:23]([O:25]CC2C=CC=CC=2)[C:11]2[CH2:12][CH:13]([CH2:15][O:16][C:17]3[CH:22]=[CH:21][CH:20]=[CH:19][CH:18]=3)[O:14][C:10]=2[CH:9]=1)=[O:7])([CH3:4])([CH3:3])[CH3:2]. The catalyst is CCOC(C)=O.[Pd]. The product is [C:1]([O:5][C:6]([C:8]1[CH:24]=[C:23]([OH:25])[C:11]2[CH2:12][CH:13]([CH2:15][O:16][C:17]3[CH:22]=[CH:21][CH:20]=[CH:19][CH:18]=3)[O:14][C:10]=2[CH:9]=1)=[O:7])([CH3:4])([CH3:2])[CH3:3]. The yield is 0.880. (3) The reactants are [CH3:1][C:2]1[CH:7]=[CH:6][N:5]=[C:4]([NH2:8])[C:3]=1[N+:9]([O-])=O.[H][H].[C:14]1([C:20](OC)(OC)OC)[CH:19]=[CH:18][CH:17]=[CH:16][CH:15]=1.CC1C=CC(S(O)(=O)=O)=CC=1.C([O-])(O)=O.[Na+]. The catalyst is CO.[Ni].CCCCCC.O. The product is [CH3:1][C:2]1[CH:7]=[CH:6][N:5]=[C:4]2[NH:8][C:20]([C:14]3[CH:19]=[CH:18][CH:17]=[CH:16][CH:15]=3)=[N:9][C:3]=12. The yield is 0.400.